This data is from Reaction yield outcomes from USPTO patents with 853,638 reactions. The task is: Predict the reaction yield, written as a fraction of the theoretical maximum amount of product (1.0 means a 100% yield; for example, 0.34 means a 34% yield). (1) The reactants are [H-].[Na+].[OH:3][C:4]1[CH:12]=[CH:11][C:7]([C:8]([OH:10])=[O:9])=[CH:6][N:5]=1.[CH3:13]I.[OH-].[Na+]. The catalyst is CO. The product is [CH3:13][N:5]1[C:4](=[O:3])[CH:12]=[CH:11][C:7]([C:8]([OH:10])=[O:9])=[CH:6]1. The yield is 0.690. (2) The reactants are [H-].[H-].[H-].[H-].[Li+].[Al+3].[C:7]([O:11][C:12]([N:14]([CH2:23][CH3:24])[C:15]([CH3:22])([CH3:21])[C:16](OCC)=[O:17])=[O:13])([CH3:10])([CH3:9])[CH3:8]. The catalyst is C1COCC1. The product is [CH2:23]([N:14]([C:15]([CH3:21])([CH3:22])[CH2:16][OH:17])[C:12](=[O:13])[O:11][C:7]([CH3:10])([CH3:8])[CH3:9])[CH3:24]. The yield is 0.450. (3) The reactants are [C:1]1([C:7]2[O:11][N:10]=[C:9]([C:12]([O:14][CH2:15][CH3:16])=[O:13])[CH:8]=2)[CH:6]=[CH:5][CH:4]=[CH:3][CH:2]=1.[I:17]N1C(=O)CCC1=O. The catalyst is FC(F)(F)C(O)=O. The product is [I:17][C:8]1[C:9]([C:12]([O:14][CH2:15][CH3:16])=[O:13])=[N:10][O:11][C:7]=1[C:1]1[CH:2]=[CH:3][CH:4]=[CH:5][CH:6]=1. The yield is 1.00. (4) The reactants are Br[C:2]1[CH:3]=[N:4][CH:5]=[C:6]2[C:11]=1[N:10]=[C:9]([C:12]([NH2:14])=[O:13])[CH:8]=[CH:7]2.[C:15]1([CH3:24])[CH:20]=[CH:19][CH:18]=[CH:17][C:16]=1B(O)O.C(=O)([O-])[O-].[Cs+].[Cs+]. The catalyst is O1CCOCC1.O.C1(P([C-]2C=CC=C2)C2C=CC=CC=2)C=CC=CC=1.[C-]1(P(C2C=CC=CC=2)C2C=CC=CC=2)C=CC=C1.[Fe+2].[Pd](Cl)Cl. The product is [C:15]1([CH3:24])[CH:20]=[CH:19][CH:18]=[CH:17][C:16]=1[C:2]1[CH:3]=[N:4][CH:5]=[C:6]2[C:11]=1[N:10]=[C:9]([C:12]([NH2:14])=[O:13])[CH:8]=[CH:7]2. The yield is 0.840.